This data is from Reaction yield outcomes from USPTO patents with 853,638 reactions. The task is: Predict the reaction yield, written as a fraction of the theoretical maximum amount of product (1.0 means a 100% yield; for example, 0.34 means a 34% yield). (1) The reactants are [Br:1][C:2]1[CH:10]=[C:9]([CH3:11])[CH:8]=[CH:7][C:3]=1[C:4]([OH:6])=[O:5].[Br:12]N1C(=O)CCC1=O.CC(N=NC(C#N)(C)C)(C#N)C. The catalyst is ClCCCl. The product is [Br:1][C:2]1[CH:10]=[C:9]([CH2:11][Br:12])[CH:8]=[CH:7][C:3]=1[C:4]([OH:6])=[O:5]. The yield is 0.520. (2) The reactants are [OH:1][C:2]1[CH:9]=[CH:8][C:5]([CH:6]=[O:7])=[C:4]([O:10][CH3:11])[CH:3]=1.[H-].[Na+].[CH2:14](Br)[CH2:15]Br.[CH3:18][N:19]1[CH2:24][CH2:23][NH:22][CH2:21][CH2:20]1. The catalyst is CN(C)C=O.O. The product is [CH3:11][O:10][C:4]1[CH:3]=[C:2]([O:1][CH2:24][CH2:23][N:22]2[CH2:15][CH2:14][N:19]([CH3:18])[CH2:20][CH2:21]2)[CH:9]=[CH:8][C:5]=1[CH:6]=[O:7]. The yield is 0.200. (3) The reactants are [Cl:1][C:2]1[CH:7]=[CH:6][C:5]([CH:8]2[C:12]3[N:13]=[C:14]([C:18]4[CH:19]=[N:20][C:21]([O:24][CH3:25])=[CH:22][CH:23]=4)[N:15]([CH2:16][CH3:17])[C:11]=3[C:10](=[O:26])[N:9]2[C:27]2[CH:32]=[C:31]([CH3:33])[C:30](=[O:34])[N:29]([CH3:35])[CH:28]=2)=[CH:4][CH:3]=1. The catalyst is CCO. The product is [Cl:1][C:2]1[CH:7]=[CH:6][C:5]([C@H:8]2[C:12]3[N:13]=[C:14]([C:18]4[CH:19]=[N:20][C:21]([O:24][CH3:25])=[CH:22][CH:23]=4)[N:15]([CH2:16][CH3:17])[C:11]=3[C:10](=[O:26])[N:9]2[C:27]2[CH:32]=[C:31]([CH3:33])[C:30](=[O:34])[N:29]([CH3:35])[CH:28]=2)=[CH:4][CH:3]=1. The yield is 0.450. (4) The reactants are [CH3:1][N:2]1[C:10]2[C:5](=[CH:6][CH:7]=[CH:8][CH:9]=2)[CH:4]=[C:3]1[C:11]([NH:13][C@H:14]([C:18]([NH:20][CH:21]([C:30](=[O:43])[CH2:31][O:32][C:33]1[C:38]([F:39])=[C:37]([F:40])[CH:36]=[C:35]([F:41])[C:34]=1[F:42])[CH2:22][C:23]([O:25]C(C)(C)C)=[O:24])=[O:19])[CH:15]([CH3:17])[CH3:16])=[O:12].C(O)(C(F)(F)F)=O. No catalyst specified. The product is [CH3:1][N:2]1[C:10]2[C:5](=[CH:6][CH:7]=[CH:8][CH:9]=2)[CH:4]=[C:3]1[C:11]([NH:13][C@H:14]([C:18]([NH:20][CH:21]([C:30](=[O:43])[CH2:31][O:32][C:33]1[C:38]([F:39])=[C:37]([F:40])[CH:36]=[C:35]([F:41])[C:34]=1[F:42])[CH2:22][C:23]([OH:25])=[O:24])=[O:19])[CH:15]([CH3:17])[CH3:16])=[O:12]. The yield is 0.950. (5) The reactants are C([NH:9][C:10]([NH:12][C:13]1[C:18]([O:19][C:20]2[CH:25]=[CH:24][C:23]([F:26])=[CH:22][CH:21]=2)=[CH:17][C:16]([Br:27])=[CH:15][N:14]=1)=[S:11])(=O)C1C=CC=CC=1.Br[CH2:29][C:30]([CH:32]1[CH2:37][CH2:36][N:35]([C:38]([O:40][C:41]([CH3:44])([CH3:43])[CH3:42])=[O:39])[CH2:34][CH2:33]1)=O. The catalyst is C(O)C. The product is [Br:27][C:16]1[CH:17]=[C:18]([O:19][C:20]2[CH:25]=[CH:24][C:23]([F:26])=[CH:22][CH:21]=2)[C:13]([NH:12][C:10]2[S:11][CH:29]=[C:30]([CH:32]3[CH2:37][CH2:36][N:35]([C:38]([O:40][C:41]([CH3:44])([CH3:43])[CH3:42])=[O:39])[CH2:34][CH2:33]3)[N:9]=2)=[N:14][CH:15]=1. The yield is 0.747. (6) The reactants are Cl.[NH2:2][C:3]1[NH:7][CH:6]=[N:5][C:4]=1[C:8]([NH2:10])=[O:9].[CH3:11][O:12][C:13]([CH3:17])([CH3:16])[CH:14]=O.C(O)(=O)C.[BH3-]C#N.[Na+]. The catalyst is CO. The product is [CH3:11][O:12][C:13]([CH3:17])([CH3:16])[CH2:14][NH:2][C:3]1[N:7]=[CH:6][NH:5][C:4]=1[C:8]([NH2:10])=[O:9]. The yield is 0.730. (7) The reactants are [O:1]=[C:2]1[NH:7][C:6]2[CH:8]=[C:9]([CH2:12][N:13]3[CH2:18][CH2:17][N:16]([C:19]4[CH:27]=[CH:26][C:22]([C:23]([OH:25])=O)=[CH:21][CH:20]=4)[CH2:15][CH2:14]3)[CH:10]=[N:11][C:5]=2[N:4]2[CH2:28][CH2:29][CH2:30][CH2:31][C@@H:3]12.Cl.[CH2:33]([N:35]=C=NCCCN(C)C)C.O.N1(O)C2C=CC=CC=2N=N1.CN1CCOCC1.Cl.CN. The catalyst is CN(C=O)C.O. The product is [CH3:33][NH:35][C:23](=[O:25])[C:22]1[CH:26]=[CH:27][C:19]([N:16]2[CH2:15][CH2:14][N:13]([CH2:12][C:9]3[CH:10]=[N:11][C:5]4[N:4]5[CH2:28][CH2:29][CH2:30][CH2:31][C@H:3]5[C:2](=[O:1])[NH:7][C:6]=4[CH:8]=3)[CH2:18][CH2:17]2)=[CH:20][CH:21]=1. The yield is 0.462.